Task: Regression. Given two drug SMILES strings and cell line genomic features, predict the synergy score measuring deviation from expected non-interaction effect.. Dataset: NCI-60 drug combinations with 297,098 pairs across 59 cell lines (1) Drug 1: C1=CC(=CC=C1CCCC(=O)O)N(CCCl)CCCl. Synergy scores: CSS=31.3, Synergy_ZIP=-10.6, Synergy_Bliss=-7.51, Synergy_Loewe=-2.69, Synergy_HSA=-1.48. Drug 2: C1CC(C1)(C(=O)O)C(=O)O.[NH2-].[NH2-].[Pt+2]. Cell line: NCI-H522. (2) Drug 1: CC1=C(C=C(C=C1)C(=O)NC2=CC(=CC(=C2)C(F)(F)F)N3C=C(N=C3)C)NC4=NC=CC(=N4)C5=CN=CC=C5. Drug 2: C1CN(P(=O)(OC1)NCCCl)CCCl. Cell line: HS 578T. Synergy scores: CSS=3.12, Synergy_ZIP=-3.88, Synergy_Bliss=-7.30, Synergy_Loewe=-5.66, Synergy_HSA=-5.90. (3) Drug 1: C1CN1P(=S)(N2CC2)N3CC3. Drug 2: CC1=C(C=C(C=C1)NC(=O)C2=CC=C(C=C2)CN3CCN(CC3)C)NC4=NC=CC(=N4)C5=CN=CC=C5. Cell line: SF-539. Synergy scores: CSS=25.6, Synergy_ZIP=-6.20, Synergy_Bliss=-1.40, Synergy_Loewe=-3.19, Synergy_HSA=0.780. (4) Drug 1: CCCCC(=O)OCC(=O)C1(CC(C2=C(C1)C(=C3C(=C2O)C(=O)C4=C(C3=O)C=CC=C4OC)O)OC5CC(C(C(O5)C)O)NC(=O)C(F)(F)F)O. Drug 2: C1=CN(C=N1)CC(O)(P(=O)(O)O)P(=O)(O)O. Cell line: U251. Synergy scores: CSS=-3.07, Synergy_ZIP=-1.51, Synergy_Bliss=-5.75, Synergy_Loewe=-15.3, Synergy_HSA=-8.81. (5) Drug 1: C1=CC(=CC=C1CC(C(=O)O)N)N(CCCl)CCCl.Cl. Drug 2: CC(C1=C(C=CC(=C1Cl)F)Cl)OC2=C(N=CC(=C2)C3=CN(N=C3)C4CCNCC4)N. Cell line: HCT-15. Synergy scores: CSS=11.6, Synergy_ZIP=-0.479, Synergy_Bliss=4.05, Synergy_Loewe=-0.748, Synergy_HSA=0.607. (6) Drug 1: CS(=O)(=O)C1=CC(=C(C=C1)C(=O)NC2=CC(=C(C=C2)Cl)C3=CC=CC=N3)Cl. Drug 2: C1=NC2=C(N1)C(=S)N=CN2. Cell line: MOLT-4. Synergy scores: CSS=42.7, Synergy_ZIP=-1.54, Synergy_Bliss=-4.96, Synergy_Loewe=-27.8, Synergy_HSA=-4.87. (7) Drug 1: CN1CCC(CC1)COC2=C(C=C3C(=C2)N=CN=C3NC4=C(C=C(C=C4)Br)F)OC. Drug 2: CC1CCCC2(C(O2)CC(NC(=O)CC(C(C(=O)C(C1O)C)(C)C)O)C(=CC3=CSC(=N3)C)C)C. Cell line: TK-10. Synergy scores: CSS=20.9, Synergy_ZIP=-7.58, Synergy_Bliss=3.74, Synergy_Loewe=2.09, Synergy_HSA=2.78.